From a dataset of Reaction yield outcomes from USPTO patents with 853,638 reactions. Predict the reaction yield, written as a fraction of the theoretical maximum amount of product (1.0 means a 100% yield; for example, 0.34 means a 34% yield). (1) The reactants are Br[C:2]1[N:7]=[C:6]2[N:8]([CH2:11][C:12]3[CH:13]=[C:14]4[C:19](=[CH:20][C:21]=3[F:22])[N:18]=[CH:17][CH:16]=[CH:15]4)[N:9]=[N:10][C:5]2=[N:4][CH:3]=1.C(OC([N:30]1[CH:34]=[C:33](B2OC(C)(C)C(C)(C)O2)[CH:32]=[N:31]1)=O)(C)(C)C.[F-].[Cs+].C(Cl)Cl. The catalyst is C(COC)OC.C1C=CC(P(C2C=CC=CC=2)[C-]2C=CC=C2)=CC=1.C1C=CC(P(C2C=CC=CC=2)[C-]2C=CC=C2)=CC=1.Cl[Pd]Cl.[Fe+2].O. The product is [F:22][C:21]1[CH:20]=[C:19]2[C:14]([CH:15]=[CH:16][CH:17]=[N:18]2)=[CH:13][C:12]=1[CH2:11][N:8]1[C:6]2=[N:7][C:2]([C:33]3[CH:34]=[N:30][NH:31][CH:32]=3)=[CH:3][N:4]=[C:5]2[N:10]=[N:9]1. The yield is 0.910. (2) The reactants are [CH2:1]([NH2:11])[C:2]1[CH:10]=[CH:9][C:8]2[O:7][CH2:6][O:5][C:4]=2[CH:3]=1.C(N(CC)CC)C.[CH3:19][S:20](Cl)(=[O:22])=[O:21]. The catalyst is ClCCl. The product is [CH3:19][S:20]([NH:11][CH2:1][C:2]1[CH:10]=[CH:9][C:8]2[O:7][CH2:6][O:5][C:4]=2[CH:3]=1)(=[O:22])=[O:21]. The yield is 0.920. (3) The reactants are C1C2C(COC([NH:18][C@H:19]([C:28]([N:30]([C@@H:42]([CH3:50])[CH:43]([O:47][CH2:48][CH3:49])[O:44][CH2:45][CH3:46])[CH2:31][C:32]3[CH:33]=[CH:34][CH:35]=[C:36]4[C:41]=3[N:40]=[CH:39][CH:38]=[CH:37]4)=[O:29])[CH2:20][C:21]([O:23][C:24]([CH3:27])([CH3:26])[CH3:25])=[O:22])=O)C3C(=CC=CC=3)C=2C=CC=1.N1CCCCC1.CC(=O)OCC.CO. The catalyst is C(Cl)Cl. The product is [NH2:18][C@H:19]([C:28]([N:30]([C@@H:42]([CH3:50])[CH:43]([O:47][CH2:48][CH3:49])[O:44][CH2:45][CH3:46])[CH2:31][C:32]1[CH:33]=[CH:34][CH:35]=[C:36]2[C:41]=1[N:40]=[CH:39][CH:38]=[CH:37]2)=[O:29])[CH2:20][C:21]([O:23][C:24]([CH3:25])([CH3:27])[CH3:26])=[O:22]. The yield is 0.850. (4) The reactants are [CH:1]([O:14][C:15]1[C:24]2[N:23]=[CH:22][CH:21]=[N:20][C:19]=2[C:18]([O:25][CH3:26])=[C:17]2[C:27](=[O:39])[N:28]([CH2:31][C:32]3[CH:37]=[CH:36][C:35]([F:38])=[CH:34][CH:33]=3)[C:29](=[O:30])[C:16]=12)([C:8]1[CH:13]=[CH:12][CH:11]=[CH:10][CH:9]=1)[C:2]1[CH:7]=[CH:6][CH:5]=[CH:4][CH:3]=1.CO.[BH4-].[Na+]. The catalyst is C(Cl)Cl. The product is [CH:1]([O:14][C:15]1[C:24]2[N:23]=[CH:22][CH:21]=[N:20][C:19]=2[C:18]([O:25][CH3:26])=[C:17]2[CH:27]([OH:39])[N:28]([CH2:31][C:32]3[CH:37]=[CH:36][C:35]([F:38])=[CH:34][CH:33]=3)[C:29](=[O:30])[C:16]=12)([C:8]1[CH:9]=[CH:10][CH:11]=[CH:12][CH:13]=1)[C:2]1[CH:7]=[CH:6][CH:5]=[CH:4][CH:3]=1. The yield is 0.340. (5) The reactants are [O:1]=[C:2]1[C:10](=[O:11])[C:9]2[C:4](=[CH:5][CH:6]=[C:7]([S:12](Cl)(=[O:14])=[O:13])[CH:8]=2)[NH:3]1.[Na].[NH:17]1C2[C:22](=CC(S(O)(=O)=O)=CC=2)[C:20](=O)[C:18]1=O.O=P(Cl)(Cl)Cl.CCN(C(C)C)C(C)C.C(N)CC. The catalyst is C1COCC1.C(OCC)(=O)C. The product is [CH2:18]([NH:17][S:12]([C:7]1[CH:8]=[C:9]2[C:4](=[CH:5][CH:6]=1)[NH:3][C:2](=[O:1])[C:10]2=[O:11])(=[O:14])=[O:13])[CH2:20][CH3:22]. The yield is 0.600. (6) The reactants are [CH3:1][S:2]([C:5]1[CH:6]=[C:7]([CH:11]=[CH:12][CH:13]=1)[C:8](Cl)=[O:9])(=[O:4])=[O:3].[CH2:14]([NH:21][C:22]([C:24]1[S:28][C:27]([NH2:29])=[N:26][C:25]=1[CH3:30])=[O:23])[C:15]1[CH:20]=[CH:19][CH:18]=[CH:17][CH:16]=1. No catalyst specified. The product is [CH2:14]([NH:21][C:22]([C:24]1[S:28][C:27]([NH:29][C:8](=[O:9])[C:7]2[CH:11]=[CH:12][CH:13]=[C:5]([S:2]([CH3:1])(=[O:4])=[O:3])[CH:6]=2)=[N:26][C:25]=1[CH3:30])=[O:23])[C:15]1[CH:20]=[CH:19][CH:18]=[CH:17][CH:16]=1. The yield is 0.150. (7) The yield is 0.890. The reactants are [F:1][C:2]1[CH:3]=[C:4]([CH:6]=[CH:7][CH:8]=1)[NH2:5].C(=O)(O)[O-].[Na+].CO.ClCCl.[I:19](Cl)(=O)=O.I(Cl)(=O)=O.C([N+](C)(C)C)C1C=CC=CC=1. The catalyst is ClCCl. The product is [F:1][C:2]1[CH:3]=[C:4]([CH:6]=[CH:7][C:8]=1[I:19])[NH2:5]. (8) The product is [F:6][C:7]1[CH:12]=[CH:11][C:10]([O:13][C@H:18]2[CH:17]=[CH:5][C:1]3[C:2](=[CH:5][CH:1]=[CH:2][CH:3]=3)[C@@H:3]2[OH:4])=[CH:9][CH:8]=1. No catalyst specified. The yield is 0.920. The reactants are [CH2:1]1[CH2:5][O:4][CH2:3][CH2:2]1.[F:6][C:7]1[CH:12]=[CH:11][C:10]([OH:13])=[CH:9][CH:8]=1.C(O[CH2:17][CH3:18])C. (9) The reactants are [Cl:1][C:2]1[CH:3]=[C:4]2[C:8](=[CH:9][CH:10]=1)[NH:7][CH:6]=[C:5]2[CH2:11][CH2:12][NH:13][C:14](=[O:23])[C:15]1[CH:20]=[CH:19][CH:18]=[C:17]([CH2:21]Cl)[CH:16]=1.[NH:24]1[CH:28]=[CH:27][CH:26]=[N:25]1.[I-].[Na+]. The catalyst is C1COCC1. The product is [N:24]1([CH2:21][C:17]2[CH:16]=[C:15]([CH:20]=[CH:19][CH:18]=2)[C:14]([NH:13][CH2:12][CH2:11][C:5]2[C:4]3[C:8](=[CH:9][CH:10]=[C:2]([Cl:1])[CH:3]=3)[NH:7][CH:6]=2)=[O:23])[CH:28]=[CH:27][CH:26]=[N:25]1. The yield is 0.990.